The task is: Predict the reactants needed to synthesize the given product.. This data is from Full USPTO retrosynthesis dataset with 1.9M reactions from patents (1976-2016). (1) Given the product [NH:35]([C:32]1[CH:33]=[CH:34][C:29]([C:2]2[CH:3]=[CH:4][N:5]3[C:10]([C:11]=2[CH3:12])=[C:9]([CH:13]2[CH2:15][CH2:14]2)[CH:8]=[C:7]([C:16]([O:18][CH3:19])=[O:17])[C:6]3=[O:20])=[CH:30][CH:31]=1)[C:36]([NH2:38])=[O:37], predict the reactants needed to synthesize it. The reactants are: Cl[C:2]1[CH:3]=[CH:4][N:5]2[C:10]([C:11]=1[CH3:12])=[C:9]([CH:13]1[CH2:15][CH2:14]1)[CH:8]=[C:7]([C:16]([O:18][CH3:19])=[O:17])[C:6]2=[O:20].CC1(C)C(C)(C)OB([C:29]2[CH:34]=[CH:33][C:32]([NH:35][C:36]([NH2:38])=[O:37])=[CH:31][CH:30]=2)O1. (2) The reactants are: C(=O)([O-])[O-].[Cs+].[Cs+].[CH3:7][C:8]([Si:11]([CH3:33])([CH3:32])[O:12][CH2:13][C@@H:14]([O:16][C:17]1[CH:18]=[C:19]([CH:28]=[C:29]([OH:31])[CH:30]=1)[C:20]([NH:22][C:23]1[S:24][CH:25]=[CH:26][N:27]=1)=[O:21])[CH3:15])([CH3:10])[CH3:9].[N:34]1([C:38]([C:40]2[CH:45]=[CH:44][C:43](Br)=[CH:42][N:41]=2)=[O:39])[CH2:37][CH2:36][CH2:35]1. Given the product [N:34]1([C:38]([C:40]2[N:41]=[CH:42][C:43]([O:31][C:29]3[CH:28]=[C:19]([CH:18]=[C:17]([O:16][C@@H:14]([CH3:15])[CH2:13][O:12][Si:11]([C:8]([CH3:9])([CH3:10])[CH3:7])([CH3:33])[CH3:32])[CH:30]=3)[C:20]([NH:22][C:23]3[S:24][CH:25]=[CH:26][N:27]=3)=[O:21])=[CH:44][CH:45]=2)=[O:39])[CH2:37][CH2:36][CH2:35]1, predict the reactants needed to synthesize it. (3) Given the product [Cl:1][C:2]1[C:7]([NH:8][S:9]([C:12]2[CH:17]=[CH:16][C:15]([F:18])=[CH:14][CH:13]=2)(=[O:11])=[O:10])=[CH:6][C:5]([C:19]2[CH:20]=[C:21]3[C:26](=[CH:27][CH:28]=2)[N:25]=[CH:24][C:23]([C:33]2[CH:34]=[CH:35][N:30]=[CH:31][CH:32]=2)=[N:22]3)=[CH:4][N:3]=1, predict the reactants needed to synthesize it. The reactants are: [Cl:1][C:2]1[C:7]([NH:8][S:9]([C:12]2[CH:17]=[CH:16][C:15]([F:18])=[CH:14][CH:13]=2)(=[O:11])=[O:10])=[CH:6][C:5]([C:19]2[CH:20]=[C:21]3[C:26](=[CH:27][CH:28]=2)[N:25]=[CH:24][C:23](Cl)=[N:22]3)=[CH:4][N:3]=1.[N:30]1[CH:35]=[CH:34][C:33](B(O)O)=[CH:32][CH:31]=1.C([O-])(=O)C.[K+].O. (4) Given the product [CH:2]1([N:7]2[C:11]3[N:12]=[C:13]([NH:16][C:41]4[CH:40]=[CH:39][C:23]([C:24]([N:26]5[CH2:27][CH2:28][NH:29][CH2:30][CH2:31]5)=[O:25])=[CH:22][N:42]=4)[N:14]=[CH:15][C:10]=3[C:9]3[CH:17]=[CH:18][N:19]=[CH:20][C:8]2=3)[CH2:3][CH2:4][CH2:5][CH2:6]1, predict the reactants needed to synthesize it. The reactants are: Cl.[CH:2]1([N:7]2[C:11]3[N:12]=[C:13]([NH2:16])[N:14]=[CH:15][C:10]=3[C:9]3[CH:17]=[CH:18][N:19]=[CH:20][C:8]2=3)[CH2:6][CH2:5][CH2:4][CH2:3]1.Cl[C:22]1[N:42]=[CH:41][CH:40]=[CH:39][C:23]=1[C:24]([N:26]1[CH2:31][CH2:30][N:29](C(OC(C)(C)C)=O)[CH2:28][CH2:27]1)=[O:25]. (5) Given the product [C:1]([O:7][CH2:8][N:9]1[C:13]2[N:14]=[CH:15][N:16]=[C:17]([N:18]3[C:26]4[C:21](=[CH:22][CH:23]=[C:24]([C:27]5[CH:32]=[CH:31][CH:30]=[C:29]([NH2:33])[CH:28]=5)[CH:25]=4)[CH:20]=[CH:19]3)[C:12]=2[CH:11]=[CH:10]1)(=[O:6])[C:2]([CH3:5])([CH3:4])[CH3:3], predict the reactants needed to synthesize it. The reactants are: [C:1]([O:7][CH2:8][N:9]1[C:13]2[N:14]=[CH:15][N:16]=[C:17]([N:18]3[C:26]4[C:21](=[CH:22][CH:23]=[C:24]([C:27]5[CH:32]=[CH:31][CH:30]=[C:29]([N+:33]([O-])=O)[CH:28]=5)[CH:25]=4)[CH:20]=[CH:19]3)[C:12]=2[CH:11]=[CH:10]1)(=[O:6])[C:2]([CH3:5])([CH3:4])[CH3:3].O.O.[Sn](Cl)Cl.O.N.C(=O)([O-])[O-].[Na+].[Na+]. (6) Given the product [CH3:1][O:2][C:3](=[O:13])[C:4]1[CH:5]=[CH:6][N:7]=[C:8]([O:10][CH3:11])[CH:9]=1, predict the reactants needed to synthesize it. The reactants are: [CH3:1][O:2][C:3](=[O:13])[C:4]1[CH:9]=[C:8]([O:10][CH3:11])[N:7]=[C:6](Cl)[CH:5]=1. (7) The reactants are: [Cl-].[NH4+].[Cl:3][C:4]1[CH:9]=[CH:8][C:7]([N+:10]([O-])=O)=[C:6]([O:13][C:14]2[CH:19]=[CH:18][C:17]([Cl:20])=[CH:16][C:15]=2[Cl:21])[CH:5]=1. Given the product [Cl:3][C:4]1[CH:9]=[CH:8][C:7]([NH2:10])=[C:6]([O:13][C:14]2[CH:19]=[CH:18][C:17]([Cl:20])=[CH:16][C:15]=2[Cl:21])[CH:5]=1, predict the reactants needed to synthesize it. (8) Given the product [CH3:1][O:2][CH2:3][CH2:4][CH2:5][CH2:6][N:7]1[C:11]2[CH:12]=[CH:13][CH:14]=[CH:15][C:10]=2[N:9]=[C:8]1[C:16]([N:18]([CH2:40][CH:41]([CH3:43])[CH3:42])[C@H:19]1[CH2:24][C@@H:23]([C:25]([N:27]2[CH2:32][CH2:31][O:30][CH2:29][CH2:28]2)=[O:26])[CH2:22][NH:21][CH2:20]1)=[O:17], predict the reactants needed to synthesize it. The reactants are: [CH3:1][O:2][CH2:3][CH2:4][CH2:5][CH2:6][N:7]1[C:11]2[CH:12]=[CH:13][CH:14]=[CH:15][C:10]=2[N:9]=[C:8]1[C:16]([N:18]([CH2:40][CH:41]([CH3:43])[CH3:42])[C@H:19]1[CH2:24][C@@H:23]([C:25]([N:27]2[CH2:32][CH2:31][O:30][CH2:29][CH2:28]2)=[O:26])[CH2:22][N:21](C(OC(C)(C)C)=O)[CH2:20]1)=[O:17].C(OCC)(=O)C.Cl. (9) Given the product [N+:19]([C:16]1[CH:15]=[CH:14][C:13]([CH:12]2[CH2:11][CH2:10][CH:9]([C:22]3[CH:27]=[CH:26][C:25]([N+:28]([O-:30])=[O:29])=[CH:24][CH:23]=3)[N:8]2[C:5]2[CH:4]=[CH:3][C:2]([C:39]3[CH:40]=[CH:41][C:42]([N:45]4[CH2:46][CH2:47][O:48][CH2:49][CH2:50]4)=[N:43][CH:44]=3)=[CH:7][CH:6]=2)=[CH:18][CH:17]=1)([O-:21])=[O:20], predict the reactants needed to synthesize it. The reactants are: Br[C:2]1[CH:7]=[CH:6][C:5]([N:8]2[CH:12]([C:13]3[CH:18]=[CH:17][C:16]([N+:19]([O-:21])=[O:20])=[CH:15][CH:14]=3)[CH2:11][CH2:10][CH:9]2[C:22]2[CH:27]=[CH:26][C:25]([N+:28]([O-:30])=[O:29])=[CH:24][CH:23]=2)=[CH:4][CH:3]=1.CC1(C)C(C)(C)OB([C:39]2[CH:40]=[CH:41][C:42]([N:45]3[CH2:50][CH2:49][O:48][CH2:47][CH2:46]3)=[N:43][CH:44]=2)O1.P([O-])([O-])([O-])=O.[K+].[K+].[K+].CCOC(C)=O. (10) Given the product [C:15]([O:14][C:12]([N:3]1[CH2:4][CH2:5][CH:6]([C:8]([OH:10])=[O:9])[CH2:7][CH:2]1[CH3:1])=[O:13])([CH3:18])([CH3:16])[CH3:17], predict the reactants needed to synthesize it. The reactants are: [CH3:1][CH:2]1[CH2:7][CH:6]([C:8]([O:10]C)=[O:9])[CH2:5][CH2:4][N:3]1[C:12]([O:14][C:15]([CH3:18])([CH3:17])[CH3:16])=[O:13].[OH-].[Li+].